From a dataset of Experimentally validated miRNA-target interactions with 360,000+ pairs, plus equal number of negative samples. Binary Classification. Given a miRNA mature sequence and a target amino acid sequence, predict their likelihood of interaction. (1) The miRNA is hsa-miR-16-1-3p with sequence CCAGUAUUAACUGUGCUGCUGA. The protein sequence of the target gene is MSHQKKQPTPCPPVGCGKTSGGGGGGGGGGGGGYYSGGGSGCGGGSSGGGSSCGGGGGGSYGGGSSCGGGGGSGGGVKYSGGGGGSSCGGGYSGGGGGSSCGGGYSGGGGGSSCGGGYSGGGGGSSCGGGSYSGGGSSCGGGGGSGGGVKYSGGGGGGGSSCGGGSSGGGGGGSSCGGGSGGGGSYCGGSSGGGSSGGCGGGSGGGKYSGGGGGSSCGGGYSGGGGSSGGSSCGGGYSGGGGSSCGGGGGYSGGGGSSCGGGSSGGGGGGSSQQYQCQSYGGGSSGGSSCGGRYSGGGGS.... Result: 0 (no interaction). (2) Result: 1 (interaction). The protein sequence of the target gene is MKENYCLQAALVCLSMLYHSQAFALERRSHLHPSFHGHHEKGKEGQVLQRSKRGWVWNQFFVIEEYTGPDPVLVGRLHSDIDSGDGNIKYILSGEGAGTIFVIDDKSGNIHATKTLDREERAQYTLMAQAVDRDTNRPLEPPSEFIVKVQDINDNPPEFLHEIYHANVPERSNVGTSVIQVTASDADDPTYGNSAKLVYSILEGQPYFSVEAQTGIIRTALPNMDREAKEEYHVVIQAKDMGGHMGGLSGTTKVTITLTDVNDNPPKFPQSVYQMSVSEAAVPGEEVGRVKAKDPDIGEN.... The miRNA is mmu-miR-3102-3p with sequence GAGCACCCCAUUGGCUACCCACA.